This data is from Catalyst prediction with 721,799 reactions and 888 catalyst types from USPTO. The task is: Predict which catalyst facilitates the given reaction. Reactant: C([O:9][CH2:10][C@@H:11]([O:49]C(=O)C1C=CC=CC=1)[CH2:12][C@@H:13]1[C@H:17]([O:18][CH3:19])[C@@H:16]([CH2:20][S:21]([C:24]2[CH:29]=[CH:28][CH:27]=[CH:26][CH:25]=2)(=[O:23])=[O:22])[C@H:15]([CH2:30][C@@H:31]2[C:36](=[CH2:37])[C@H:35]([CH3:38])[CH2:34][C@H:33]([CH2:39][CH2:40][CH2:41][O:42][C:43](=[O:48])[C:44]([CH3:47])([CH3:46])[CH3:45])[O:32]2)[O:14]1)(=O)C1C=CC=CC=1. Product: [C:43]([O:42][CH2:41][CH2:40][CH2:39][C@H:33]1[CH2:34][C@@H:35]([CH3:38])[C:36](=[CH2:37])[C@@H:31]([CH2:30][C@H:15]2[C@H:16]([CH2:20][S:21]([C:24]3[CH:29]=[CH:28][CH:27]=[CH:26][CH:25]=3)(=[O:23])=[O:22])[C@@H:17]([O:18][CH3:19])[C@@H:13]([CH2:12][C@H:11]([OH:49])[CH2:10][OH:9])[O:14]2)[O:32]1)(=[O:48])[C:44]([CH3:46])([CH3:47])[CH3:45]. The catalyst class is: 36.